The task is: Predict the reaction yield, written as a fraction of the theoretical maximum amount of product (1.0 means a 100% yield; for example, 0.34 means a 34% yield).. This data is from Reaction yield outcomes from USPTO patents with 853,638 reactions. (1) The reactants are Br[C:2]1[CH:3]=[CH:4][C:5]([N:15]([CH3:17])[CH3:16])=[C:6]([CH:14]=1)[C:7]([N:9]([CH2:12][CH3:13])[CH2:10][CH3:11])=[O:8].[C:18]1(B(O)O)[CH:23]=[CH:22][CH:21]=[CH:20][CH:19]=1.C([O-])([O-])=O.[Na+].[Na+]. The catalyst is C1C=CC([P]([Pd]([P](C2C=CC=CC=2)(C2C=CC=CC=2)C2C=CC=CC=2)([P](C2C=CC=CC=2)(C2C=CC=CC=2)C2C=CC=CC=2)[P](C2C=CC=CC=2)(C2C=CC=CC=2)C2C=CC=CC=2)(C2C=CC=CC=2)C2C=CC=CC=2)=CC=1.C1(C)C=CC=CC=1. The product is [CH3:16][N:15]([CH3:17])[C:5]1[CH:4]=[CH:3][C:2]([C:18]2[CH:23]=[CH:22][CH:21]=[CH:20][CH:19]=2)=[CH:14][C:6]=1[C:7]([N:9]([CH2:12][CH3:13])[CH2:10][CH3:11])=[O:8]. The yield is 0.890. (2) The reactants are [CH:1]1([S:4](Cl)(=[O:6])=[O:5])[CH2:3][CH2:2]1.[NH:8]1[CH2:13][CH2:12][CH2:11][CH:10]([C:14]2[C:18]3=[C:19]4[CH:25]=[CH:24][NH:23][C:20]4=[N:21][CH:22]=[C:17]3[NH:16][N:15]=2)[CH2:9]1. The catalyst is N1C=CC=CC=1. The product is [CH:1]1([S:4]([N:8]2[CH2:13][CH2:12][CH2:11][CH:10]([C:14]3[C:18]4=[C:19]5[CH:25]=[CH:24][NH:23][C:20]5=[N:21][CH:22]=[C:17]4[NH:16][N:15]=3)[CH2:9]2)(=[O:6])=[O:5])[CH2:3][CH2:2]1. The yield is 0.100. (3) The reactants are [CH2:1]([C:3]1([CH2:17][CH3:18])[C:8]2[CH:9]=[C:10]([B:13]([OH:15])[OH:14])[CH:11]=[CH:12][C:7]=2[NH:6][C:5](=[O:16])[O:4]1)[CH3:2].[H-].[Na+].[CH3:21]I. The catalyst is C1COCC1. The product is [CH2:17]([C:3]1([CH2:1][CH3:2])[C:8]2[CH:9]=[C:10]([B:13]([OH:14])[OH:15])[CH:11]=[CH:12][C:7]=2[N:6]([CH3:21])[C:5](=[O:16])[O:4]1)[CH3:18]. The yield is 0.770.